Dataset: Peptide-MHC class I binding affinity with 185,985 pairs from IEDB/IMGT. Task: Regression. Given a peptide amino acid sequence and an MHC pseudo amino acid sequence, predict their binding affinity value. This is MHC class I binding data. (1) The peptide sequence is FYRNISDPL. The MHC is HLA-B07:02 with pseudo-sequence HLA-B07:02. The binding affinity (normalized) is 0.0847. (2) The peptide sequence is YNAVVPLVY. The MHC is Mamu-A02 with pseudo-sequence Mamu-A02. The binding affinity (normalized) is 0.341. (3) The peptide sequence is KVGNFTGLY. The MHC is HLA-A02:02 with pseudo-sequence HLA-A02:02. The binding affinity (normalized) is 0. (4) The peptide sequence is ELSPRWYFY. The MHC is HLA-A26:01 with pseudo-sequence HLA-A26:01. The binding affinity (normalized) is 0.745. (5) The peptide sequence is NEMILMKMK. The MHC is HLA-B44:03 with pseudo-sequence HLA-B44:03. The binding affinity (normalized) is 0.263. (6) The peptide sequence is RPGGKKHYK. The MHC is HLA-B81:01 with pseudo-sequence YYSEYRNIYAQTDESNLYLSYNYYSLAVLAYEWY. The binding affinity (normalized) is 0.0847. (7) The peptide sequence is TVAHQVCPY. The MHC is HLA-B27:05 with pseudo-sequence HLA-B27:05. The binding affinity (normalized) is 0.0847.